The task is: Predict the reactants needed to synthesize the given product.. This data is from Full USPTO retrosynthesis dataset with 1.9M reactions from patents (1976-2016). (1) Given the product [F:11][C:8]1[CH:7]=[C:4]([CH:3]=[C:2]([F:1])[C:9]=1[NH:28][CH2:27][C:26]1[CH:29]=[CH:30][C:23]([O:22][CH3:21])=[CH:24][CH:25]=1)[C:5]#[N:6], predict the reactants needed to synthesize it. The reactants are: [F:1][C:2]1[CH:3]=[C:4]([CH:7]=[C:8]([F:11])[C:9]=1F)[C:5]#[N:6].C(N(C(C)C)C(C)C)C.[CH3:21][O:22][C:23]1[CH:30]=[CH:29][C:26]([CH2:27][NH2:28])=[CH:25][CH:24]=1. (2) Given the product [ClH:19].[NH2:1][CH2:4][C:5](=[O:20])[C:6]([C:9]1[CH:14]=[CH:13][C:12]([S:15]([NH2:18])(=[O:17])=[O:16])=[C:11]([Cl:19])[CH:10]=1)([CH3:8])[CH3:7], predict the reactants needed to synthesize it. The reactants are: [N:1]([CH2:4][C:5](=[O:20])[C:6]([C:9]1[CH:14]=[CH:13][C:12]([S:15]([NH2:18])(=[O:17])=[O:16])=[C:11]([Cl:19])[CH:10]=1)([CH3:8])[CH3:7])=[N+]=[N-]. (3) Given the product [Cl:27][C:22]1[CH:21]=[C:20]([C:13]2[N:14]3[CH2:19][CH2:18][N:17]=[C:15]3[S:16][C:9]=2[CH:8]=[O:7])[CH:25]=[CH:24][C:23]=1[Cl:26], predict the reactants needed to synthesize it. The reactants are: C([Mg]Br)C.C([O:7][CH2:8][CH3:9])C.Br.BrC1[S:16][C:15]2=[N:17][CH2:18][CH2:19][N:14]2[C:13]=1[C:20]1[CH:25]=[CH:24][C:23]([Cl:26])=[C:22]([Cl:27])[CH:21]=1.CN(C=O)C.[Cl-].[NH4+]. (4) Given the product [CH3:1][C:2]1[O:6][N:5]=[C:4]([C:7]2[NH:8][C:9]3[C:14]([C:15]=2[C:16]#[N:23])=[CH:13][CH:12]=[CH:11][CH:10]=3)[N:3]=1, predict the reactants needed to synthesize it. The reactants are: [CH3:1][C:2]1[O:6][N:5]=[C:4]([C:7]2[NH:8][C:9]3[C:14]([C:15]=2[CH:16]=O)=[CH:13][CH:12]=[CH:11][CH:10]=3)[N:3]=1.C([O-])(=O)C.[Na+].[N+:23](CC)([O-])=O. (5) Given the product [C:21]([C:18]1[NH:17][C:16]([C:14]([NH:13][C:10]2[CH:11]=[CH:12][C:7]([CH:5]([OH:6])[C:4]([OH:31])=[O:3])=[CH:8][C:9]=2[C:23]2[CH2:28][CH2:27][C:26]([CH3:30])([CH3:29])[CH2:25][CH:24]=2)=[O:15])=[N:20][CH:19]=1)#[N:22], predict the reactants needed to synthesize it. The reactants are: C([O:3][C:4](=[O:31])[CH:5]([C:7]1[CH:12]=[CH:11][C:10]([NH:13][C:14]([C:16]2[NH:17][C:18]([C:21]#[N:22])=[CH:19][N:20]=2)=[O:15])=[C:9]([C:23]2[CH2:28][CH2:27][C:26]([CH3:30])([CH3:29])[CH2:25][CH:24]=2)[CH:8]=1)[OH:6])C.[OH-].[K+].C(O)(C(F)(F)F)=O. (6) The reactants are: [F:1][C:2]1[C:3]([NH:12][C:13]2[CH:18]=[CH:17][C:16]([I:19])=[CH:15][C:14]=2[F:20])=[C:4]([CH:8]=[CH:9][C:10]=1[F:11])[C:5](O)=[O:6].S(Cl)([Cl:23])=O. Given the product [F:1][C:2]1[C:3]([NH:12][C:13]2[CH:18]=[CH:17][C:16]([I:19])=[CH:15][C:14]=2[F:20])=[C:4]([CH:8]=[CH:9][C:10]=1[F:11])[C:5]([Cl:23])=[O:6], predict the reactants needed to synthesize it. (7) Given the product [Br:1][C:2]1[S:6][C:5]([C:7](=[O:19])[CH:8]=[CH:9][C:10]2[CH:15]=[CH:14][C:13]([NH2:16])=[CH:12][CH:11]=2)=[CH:4][CH:3]=1, predict the reactants needed to synthesize it. The reactants are: [Br:1][C:2]1[S:6][C:5]([C:7](=[O:19])[CH:8]=[CH:9][C:10]2[CH:15]=[CH:14][C:13]([N+:16]([O-])=O)=[CH:12][CH:11]=2)=[CH:4][CH:3]=1.[Sn](Cl)Cl.